Dataset: CYP1A2 inhibition data for predicting drug metabolism from PubChem BioAssay. Task: Regression/Classification. Given a drug SMILES string, predict its absorption, distribution, metabolism, or excretion properties. Task type varies by dataset: regression for continuous measurements (e.g., permeability, clearance, half-life) or binary classification for categorical outcomes (e.g., BBB penetration, CYP inhibition). Dataset: cyp1a2_veith. (1) The molecule is CCN1CCN(CCC(=O)Nc2cccc(OC)c2)CC1.Cl. The result is 0 (non-inhibitor). (2) The molecule is C[C@@H]1C[C@@H]2[C@H]3CCC4=CC(=O)C=C[C@]4(C)[C@]3(Cl)[C@@H](O)C[C@@]2(C)[C@@]1(O)C(=O)CO. The result is 0 (non-inhibitor). (3) The drug is CCS(=O)(=O)N1CCC(C(=O)NCCN2CCN(Cc3ccccc3)CC2)CC1. The result is 0 (non-inhibitor). (4) The result is 0 (non-inhibitor). The molecule is COc1ccc(C(=O)O[C@H]2CC[C@@]3(C)[C@H]4CC[C@@H]5[C@@]6(O)C[C@@H](O)[C@]7(O)[C@H](CN8C[C@H](C)CC[C@H]8[C@]7(C)O)[C@@]6(O)C[C@]53O[C@]24O)cc1OC. (5) The molecule is Cc1ccc(S(=O)(=O)O)cc1.N=C(N)SC(c1ccccc1)c1ccccc1. The result is 0 (non-inhibitor).